The task is: Regression. Given two drug SMILES strings and cell line genomic features, predict the synergy score measuring deviation from expected non-interaction effect.. This data is from NCI-60 drug combinations with 297,098 pairs across 59 cell lines. (1) Drug 1: CC1=CC=C(C=C1)C2=CC(=NN2C3=CC=C(C=C3)S(=O)(=O)N)C(F)(F)F. Drug 2: CC1C(C(CC(O1)OC2CC(CC3=C2C(=C4C(=C3O)C(=O)C5=CC=CC=C5C4=O)O)(C(=O)C)O)N)O. Cell line: A498. Synergy scores: CSS=76.0, Synergy_ZIP=2.51, Synergy_Bliss=2.01, Synergy_Loewe=7.24, Synergy_HSA=8.98. (2) Drug 1: C1=CC=C(C=C1)NC(=O)CCCCCCC(=O)NO. Drug 2: CC1=C(N=C(N=C1N)C(CC(=O)N)NCC(C(=O)N)N)C(=O)NC(C(C2=CN=CN2)OC3C(C(C(C(O3)CO)O)O)OC4C(C(C(C(O4)CO)O)OC(=O)N)O)C(=O)NC(C)C(C(C)C(=O)NC(C(C)O)C(=O)NCCC5=NC(=CS5)C6=NC(=CS6)C(=O)NCCC[S+](C)C)O. Cell line: MCF7. Synergy scores: CSS=25.3, Synergy_ZIP=-9.07, Synergy_Bliss=-4.34, Synergy_Loewe=-1.28, Synergy_HSA=-0.351.